Dataset: Retrosynthesis with 50K atom-mapped reactions and 10 reaction types from USPTO. Task: Predict the reactants needed to synthesize the given product. (1) Given the product COCC(=O)N(c1c(C)cccc1C)C1CCOC1=O, predict the reactants needed to synthesize it. The reactants are: COCC(=O)Cl.Cc1cccc(C)c1NC1CCOC1=O. (2) Given the product O=S(=O)(NCc1ccnc2ccccc12)c1ccc(-c2ccc(Cl)cc2)s1, predict the reactants needed to synthesize it. The reactants are: O=S(=O)(NCc1ccnc2ccccc12)c1ccc(Br)s1.OB(O)c1ccc(Cl)cc1. (3) Given the product CC(C)(C)OC(=O)N1CCC(F)(F)CC1CN, predict the reactants needed to synthesize it. The reactants are: CC(C)(C)OC(=O)N1CCC(F)(F)CC1C#N. (4) Given the product N#Cc1ccc2c(c1)N(CCN1CCC(NC/C=C/c3cc(F)ccc3F)CC1)C(=O)CO2, predict the reactants needed to synthesize it. The reactants are: N#Cc1ccc2c(c1)N(CCN1CCC(N)CC1)C(=O)CO2.O=C/C=C/c1cc(F)ccc1F.